Regression/Classification. Given a drug SMILES string, predict its absorption, distribution, metabolism, or excretion properties. Task type varies by dataset: regression for continuous measurements (e.g., permeability, clearance, half-life) or binary classification for categorical outcomes (e.g., BBB penetration, CYP inhibition). Dataset: hlm. From a dataset of Human liver microsome stability data. (1) The molecule is N#Cc1ccc(NC(=O)[C@H](Cc2ccccc2)NC(=O)C=Cc2cc(Cl)ccc2-n2cnnn2)cc1. The result is 0 (unstable in human liver microsomes). (2) The molecule is c1cncc(-c2c[nH]cn2)c1. The result is 0 (unstable in human liver microsomes). (3) The compound is CC(C)(C)CN=C(NO)c1ccccc1-c1ccccc1. The result is 0 (unstable in human liver microsomes). (4) The compound is CCc1n[nH]c(CC)c1Oc1cccc(C#N)c1. The result is 0 (unstable in human liver microsomes). (5) The drug is CNC1CN(C(=O)c2cc3cc(Cl)cc(C)c3[nH]2)C1. The result is 0 (unstable in human liver microsomes). (6) The molecule is COc1ccc2[nH]c(SCc3cccc(Oc4ccccc4)c3)nc2c1. The result is 1 (stable in human liver microsomes). (7) The drug is CC(C)(C)C(=O)NC(C(=O)NO)c1ccc(-c2cc(F)c(F)c(F)c2)cc1. The result is 0 (unstable in human liver microsomes).